The task is: Predict the reactants needed to synthesize the given product.. This data is from Full USPTO retrosynthesis dataset with 1.9M reactions from patents (1976-2016). (1) Given the product [NH2:1][C:2]1[N:3]=[CH:4][C:5]([C:21]2[CH:22]=[CH:23][C:24](=[O:30])[N:25]([CH:27]([CH3:29])[CH3:28])[CH:26]=2)=[N:6][C:7]=1[C:8]1[O:9][C:10]([C:13]2[CH:18]=[CH:17][CH:16]=[C:15]([CH2:19][NH:32][CH3:31])[CH:14]=2)=[N:11][N:12]=1, predict the reactants needed to synthesize it. The reactants are: [NH2:1][C:2]1[N:3]=[CH:4][C:5]([C:21]2[CH:22]=[CH:23][C:24](=[O:30])[N:25]([CH:27]([CH3:29])[CH3:28])[CH:26]=2)=[N:6][C:7]=1[C:8]1[O:9][C:10]([C:13]2[CH:18]=[CH:17][CH:16]=[C:15]([CH2:19]Br)[CH:14]=2)=[N:11][N:12]=1.[CH3:31][NH2:32].C([O-])([O-])=O.[Na+].[Na+]. (2) The reactants are: [C:1]1([O:7][CH3:8])[CH:6]=[CH:5][CH:4]=[CH:3][CH:2]=1.[CH3:9][C:10]1[CH:11]=[C:12]([CH:16]=[CH:17][CH:18]=1)[C:13](Cl)=[O:14].C(=O)([O-])O.[Na+]. Given the product [CH3:8][O:7][C:1]1[CH:6]=[CH:5][C:4]([C:13]([C:12]2[CH:16]=[CH:17][CH:18]=[C:10]([CH3:9])[CH:11]=2)=[O:14])=[CH:3][CH:2]=1, predict the reactants needed to synthesize it. (3) Given the product [CH:35]1([NH:34][C:32](=[O:33])[NH:31][C:28]2[CH:29]=[CH:30][C:25]([O:24][C:21]3[CH:20]=[CH:19][N:18]=[C:17]4[CH:16]=[C:15]([C:12]5[N:13]=[CH:14][C:9]([CH2:8][N:5]6[CH2:6][CH2:7][CH:2]([NH:1][C:46](=[O:47])[O:48][C:40]7[CH:49]=[CH:44][CH:43]=[CH:42][CH:41]=7)[CH2:3][CH2:4]6)=[CH:10][CH:11]=5)[S:23][C:22]=34)=[C:26]([F:38])[CH:27]=2)[CH2:36][CH2:37]1, predict the reactants needed to synthesize it. The reactants are: [NH2:1][CH:2]1[CH2:7][CH2:6][N:5]([CH2:8][C:9]2[CH:10]=[CH:11][C:12]([C:15]3[S:23][C:22]4[C:17](=[N:18][CH:19]=[CH:20][C:21]=4[O:24][C:25]4[CH:30]=[CH:29][C:28]([NH:31][C:32]([NH:34][CH:35]5[CH2:37][CH2:36]5)=[O:33])=[CH:27][C:26]=4[F:38])[CH:16]=3)=[N:13][CH:14]=2)[CH2:4][CH2:3]1.N1[CH:44]=[CH:43][CH:42]=[CH:41][CH:40]=1.Cl[C:46]([O-:48])=[O:47].[CH3:49]N1C(=O)CCC1.